From a dataset of Reaction yield outcomes from USPTO patents with 853,638 reactions. Predict the reaction yield, written as a fraction of the theoretical maximum amount of product (1.0 means a 100% yield; for example, 0.34 means a 34% yield). The reactants are [Cl:1][C:2]1[CH:7]=[CH:6][C:5]([N:8]2[C:12]([CH3:13])=[C:11]([C:14]([OH:16])=O)[CH:10]=[N:9]2)=[CH:4][CH:3]=1.S(Cl)([Cl:19])=O. No catalyst specified. The product is [Cl:1][C:2]1[CH:7]=[CH:6][C:5]([N:8]2[C:12]([CH3:13])=[C:11]([C:14]([Cl:19])=[O:16])[CH:10]=[N:9]2)=[CH:4][CH:3]=1. The yield is 1.00.